From a dataset of Forward reaction prediction with 1.9M reactions from USPTO patents (1976-2016). Predict the product of the given reaction. (1) Given the reactants [NH2:1][C:2]1[CH:7]=[CH:6][CH:5]=[CH:4][C:3]=1[NH:8][S:9]([C:12]1[S:16][C:15]2[CH:17]=[CH:18][CH:19]=[CH:20][C:14]=2[CH:13]=1)(=[O:11])=[O:10].[CH3:21][O:22][C:23]1[CH:28]=[CH:27][C:26]([CH3:29])=[CH:25][C:24]=1[S:30](Cl)(=[O:32])=[O:31], predict the reaction product. The product is: [CH3:21][O:22][C:23]1[CH:28]=[CH:27][C:26]([CH3:29])=[CH:25][C:24]=1[S:30]([NH:1][C:2]1[CH:7]=[CH:6][CH:5]=[CH:4][C:3]=1[NH:8][S:9]([C:12]1[S:16][C:15]2[CH:17]=[CH:18][CH:19]=[CH:20][C:14]=2[CH:13]=1)(=[O:11])=[O:10])(=[O:31])=[O:32]. (2) Given the reactants [Cl:1][C:2]1[C:7]([F:8])=[CH:6][CH:5]=[CH:4][C:3]=1[C@:9]1([CH3:28])[CH2:14][C@@H:13]([C:15]([F:18])([F:17])[F:16])[O:12][C:11]([NH:19]C(=O)C2C=CC=CC=2)=[N:10]1.CO.C1CCN2C(=NCCC2)CC1, predict the reaction product. The product is: [Cl:1][C:2]1[C:7]([F:8])=[CH:6][CH:5]=[CH:4][C:3]=1[C@:9]1([CH3:28])[CH2:14][C@@H:13]([C:15]([F:18])([F:16])[F:17])[O:12][C:11]([NH2:19])=[N:10]1. (3) Given the reactants [CH2:1]([O:8][CH2:9][N:10]1[C:15](=[O:16])[C:14]2[C:17](Br)=[CH:18][N:19]([CH2:20][O:21][CH2:22][CH2:23][Si:24]([CH3:27])([CH3:26])[CH3:25])[C:13]=2[CH:12]=[N:11]1)[C:2]1[CH:7]=[CH:6][CH:5]=[CH:4][CH:3]=1.Br[C:30]1C2C(=O)N(COCC[Si](C)(C)C)N=CC=2N(COCC[Si](C)(C)C)C=1.CB(O)O, predict the reaction product. The product is: [CH2:1]([O:8][CH2:9][N:10]1[C:15](=[O:16])[C:14]2[C:17]([CH3:30])=[CH:18][N:19]([CH2:20][O:21][CH2:22][CH2:23][Si:24]([CH3:27])([CH3:26])[CH3:25])[C:13]=2[CH:12]=[N:11]1)[C:2]1[CH:7]=[CH:6][CH:5]=[CH:4][CH:3]=1. (4) Given the reactants [O:1]1[C:5]2[CH:6]=[CH:7][C:8]([CH2:10][N:11]3[C:23](=[O:24])[C:22]4[C:13](=[C:14]([OH:26])[C:15]5[N:16]=[CH:17][CH:18]=[N:19][C:20]=5[C:21]=4[OH:25])[C:12]3=[O:27])=[CH:9][C:4]=2[O:3][CH2:2]1.[C:28](O)(=[O:40])[CH2:29][CH2:30][CH2:31][CH2:32][CH2:33][CH2:34][CH2:35][CH2:36][CH2:37][CH2:38][CH3:39].F[B-](F)(F)F.N1(OC(N(C)C)=[N+](C)C)C2C=CC=CC=2N=N1.C(N(CC)CC)C, predict the reaction product. The product is: [O:1]1[C:5]2[CH:6]=[CH:7][C:8]([CH2:10][N:11]3[C:12](=[O:27])[C:13]4[C:22](=[C:21]([OH:25])[C:20]5[N:19]=[CH:18][CH:17]=[N:16][C:15]=5[C:14]=4[O:26][C:28](=[O:40])[CH2:29][CH2:30][CH2:31][CH2:32][CH2:33][CH2:34][CH2:35][CH2:36][CH2:37][CH2:38][CH3:39])[C:23]3=[O:24])=[CH:9][C:4]=2[O:3][CH2:2]1. (5) Given the reactants C(OC([N:8]1[CH2:13][CH2:12][N:11]([C:14]2[CH:19]=[C:18]([C:20]3[CH:25]=[CH:24][CH:23]=[CH:22][C:21]=3[CH3:26])[C:17]([C:27](=[O:45])[N:28]([CH2:30][C:31]3[CH:36]=[C:35]([C:37]([F:40])([F:39])[F:38])[CH:34]=[C:33]([C:41]([F:44])([F:43])[F:42])[CH:32]=3)[CH3:29])=[CH:16][N:15]=2)[CH2:10][CH2:9]1)=O)(C)(C)C.CO.[OH-].[Na+], predict the reaction product. The product is: [F:43][C:41]([F:42])([F:44])[C:33]1[CH:32]=[C:31]([CH:36]=[C:35]([C:37]([F:39])([F:40])[F:38])[CH:34]=1)[CH2:30][N:28]([CH3:29])[C:27](=[O:45])[C:17]1[C:18]([C:20]2[CH:25]=[CH:24][CH:23]=[CH:22][C:21]=2[CH3:26])=[CH:19][C:14]([N:11]2[CH2:10][CH2:9][NH:8][CH2:13][CH2:12]2)=[N:15][CH:16]=1.